Dataset: Full USPTO retrosynthesis dataset with 1.9M reactions from patents (1976-2016). Task: Predict the reactants needed to synthesize the given product. (1) Given the product [Cl:1][C:2]1[C:3]2[N:12]([C:13]3[C:14]([F:20])=[CH:15][CH:16]=[CH:17][C:18]=3[F:19])[N:11]=[C:10]([C:21]3[CH:22]=[CH:23][C:24]([C:25]([NH:30][CH2:31][CH2:32][OH:33])=[O:27])=[CH:28][CH:29]=3)[C:4]=2[C:5]([O:8][CH3:9])=[N:6][CH:7]=1, predict the reactants needed to synthesize it. The reactants are: [Cl:1][C:2]1[C:3]2[N:12]([C:13]3[C:18]([F:19])=[CH:17][CH:16]=[CH:15][C:14]=3[F:20])[N:11]=[C:10]([C:21]3[CH:29]=[CH:28][C:24]([C:25]([OH:27])=O)=[CH:23][CH:22]=3)[C:4]=2[C:5]([O:8][CH3:9])=[N:6][CH:7]=1.[NH2:30][CH2:31][CH2:32][OH:33].C(N(CC)CC)C.O. (2) Given the product [NH2:11][C@H:12]([C:17]([OH:19])=[O:18])[CH2:13][C:14]([OH:16])=[O:15].[NH2:1][C@H:2]([C:8]([OH:10])=[O:9])[CH2:3][CH2:4][C:5]([OH:7])=[O:6].[NH:1]1[C:5](=[O:6])[CH2:4][CH2:3][C@H:2]1[C:8]([OH:10])=[O:9], predict the reactants needed to synthesize it. The reactants are: [NH2:1][C@H:2]([C:8]([OH:10])=[O:9])[CH2:3][CH2:4][C:5]([OH:7])=[O:6].[NH2:11][C@H:12]([C:17]([OH:19])=[O:18])[CH2:13][C:14]([OH:16])=[O:15].C(N)CCCCCCCCCCCCCCCCC. (3) Given the product [OH:10][C:9]1[C:4]2[C:5](=[CH:11][CH:12]=[C:2]([CH3:1])[CH:3]=2)[C:6](=[O:8])[C:19]=1[C:16]1[CH:17]=[CH:18][N:13]=[CH:14][CH:15]=1, predict the reactants needed to synthesize it. The reactants are: [CH3:1][C:2]1[CH:3]=[C:4]2[C:9](=[O:10])[O:8][C:6](=O)[C:5]2=[CH:11][CH:12]=1.[N:13]1[CH:18]=[CH:17][C:16]([CH3:19])=[CH:15][CH:14]=1. (4) Given the product [CH:9]1([C:4]2[CH:5]=[C:6]([N:18]3[CH2:19][CH2:20][N:15]([CH3:14])[CH2:16][CH2:17]3)[N:7]=[C:2]([NH2:1])[N:3]=2)[CH2:13][CH2:12][CH2:11][CH2:10]1, predict the reactants needed to synthesize it. The reactants are: [NH2:1][C:2]1[N:7]=[C:6](Cl)[CH:5]=[C:4]([CH:9]2[CH2:13][CH2:12][CH2:11][CH2:10]2)[N:3]=1.[CH3:14][N:15]1[CH2:20][CH2:19][NH:18][CH2:17][CH2:16]1. (5) Given the product [CH3:14][N:8]1[C:9]2[C:5](=[CH:4][C:3]([C:2]([F:1])([F:12])[F:13])=[CH:11][CH:10]=2)[CH:6]=[CH:7]1, predict the reactants needed to synthesize it. The reactants are: [F:1][C:2]([F:13])([F:12])[C:3]1[CH:4]=[C:5]2[C:9](=[CH:10][CH:11]=1)[NH:8][CH:7]=[CH:6]2.[CH3:14]I. (6) The reactants are: [Br:1][C:2]1[CH2:11][CH2:10][C:9]2[C:4](=[CH:5][C:6]([F:14])=[C:7]([F:13])[C:8]=2[F:12])[C:3]=1[CH:15]=[O:16].ClC1C(=O)C(C#N)=C(C#N)C(=O)C=1Cl. Given the product [Br:1][C:2]1[CH:11]=[CH:10][C:9]2[C:4](=[CH:5][C:6]([F:14])=[C:7]([F:13])[C:8]=2[F:12])[C:3]=1[CH:15]=[O:16], predict the reactants needed to synthesize it. (7) Given the product [CH2:17]([N:9]([C:10]([O:12][C:13]([CH3:16])([CH3:15])[CH3:14])=[O:11])[CH2:8][CH2:7][CH2:6][CH2:5][CH2:4][C:3]([OH:26])=[O:2])[C:18]1[CH:19]=[CH:20][CH:21]=[CH:22][CH:23]=1, predict the reactants needed to synthesize it. The reactants are: C[O:2][C:3](=[O:26])[C:4](C)(C)[CH2:5][CH2:6][CH2:7][CH2:8][N:9]([CH2:17][C:18]1[CH:23]=[CH:22][CH:21]=[CH:20][CH:19]=1)[C:10]([O:12][C:13]([CH3:16])([CH3:15])[CH3:14])=[O:11].O[Li].O.